This data is from Forward reaction prediction with 1.9M reactions from USPTO patents (1976-2016). The task is: Predict the product of the given reaction. (1) Given the reactants [C:1]([O:5][C:6]([N:8]([CH3:10])[NH2:9])=[O:7])([CH3:4])([CH3:3])[CH3:2].[C:11]([C:13]1[CH:14]=[CH:15][C:16]([F:22])=[C:17](B(O)O)[CH:18]=1)#[N:12].C(N(CC)CC)C, predict the reaction product. The product is: [C:1]([O:5][C:6]([N:8]([CH3:10])[NH:9][C:15]1[CH:14]=[C:13]([C:11]#[N:12])[CH:18]=[CH:17][C:16]=1[F:22])=[O:7])([CH3:4])([CH3:3])[CH3:2]. (2) Given the reactants [C:1]1([C:31]2[CH:36]=[CH:35][CH:34]=[CH:33][CH:32]=2)[CH:6]=[CH:5][CH:4]=[CH:3][C:2]=1[C@H:7]([NH:26][C:27](=O)[CH2:28]Cl)[C@@H:8]([NH:21][C:22](=O)[CH2:23]Cl)[C:9]1[CH:14]=[CH:13][CH:12]=[CH:11][C:10]=1[C:15]1[CH:20]=[CH:19][CH:18]=[CH:17][CH:16]=1.B.C1COCC1.CO, predict the reaction product. The product is: [C:1]1([C:31]2[CH:36]=[CH:35][CH:34]=[CH:33][CH:32]=2)[CH:6]=[CH:5][CH:4]=[CH:3][C:2]=1[C@H:7]1[C@H:8]([C:9]2[CH:14]=[CH:13][CH:12]=[CH:11][C:10]=2[C:15]2[CH:20]=[CH:19][CH:18]=[CH:17][CH:16]=2)[N:21]2[CH2:28][CH2:27][N:26]1[CH2:23][CH2:22]2.